This data is from Reaction yield outcomes from USPTO patents with 853,638 reactions. The task is: Predict the reaction yield, written as a fraction of the theoretical maximum amount of product (1.0 means a 100% yield; for example, 0.34 means a 34% yield). The reactants are [C:1]1(=O)[O:6][C:4](=[O:5])[C:3]2=[CH:7][CH:8]=[CH:9][CH:10]=[C:2]12.[NH2:12]C(N)=O.N#N.C(O)C. The catalyst is C1(OC2C=CC=CC=2)C=CC=CC=1. The product is [C:1]1(=[O:6])[NH:12][C:4](=[O:5])[C:3]2=[CH:7][CH:8]=[CH:9][CH:10]=[C:2]12. The yield is 0.680.